Dataset: Acute oral toxicity (LD50) regression data from Zhu et al.. Task: Regression/Classification. Given a drug SMILES string, predict its toxicity properties. Task type varies by dataset: regression for continuous values (e.g., LD50, hERG inhibition percentage) or binary classification for toxic/non-toxic outcomes (e.g., AMES mutagenicity, cardiotoxicity, hepatotoxicity). Dataset: ld50_zhu. The compound is CCOP(=S)(OCC)Oc1ccccc1[N+](=O)[O-]. The rat oral LD50 is 4.07, given as -log10 of the dose in mol/kg body weight (higher means more acutely toxic).